Dataset: Reaction yield outcomes from USPTO patents with 853,638 reactions. Task: Predict the reaction yield, written as a fraction of the theoretical maximum amount of product (1.0 means a 100% yield; for example, 0.34 means a 34% yield). (1) The reactants are [NH2:1][C:2]1[C:3]([C:18]([NH:20][C:21]2[C:26]([N:27]3[CH2:32][CH2:31][C:30]([NH:35]C(=O)OC(C)(C)C)([CH2:33][CH3:34])[CH2:29][CH2:28]3)=[CH:25][CH:24]=[CH:23][N:22]=2)=[O:19])=[N:4][C:5]([C:8]2[C:13]([C:14]([F:17])([F:16])[F:15])=[CH:12][CH:11]=[CH:10][N:9]=2)=[CH:6][N:7]=1.Cl.O1CCOCC1. The catalyst is O1CCOCC1. The product is [NH2:1][C:2]1[C:3]([C:18]([NH:20][C:21]2[C:26]([N:27]3[CH2:28][CH2:29][C:30]([NH2:35])([CH2:33][CH3:34])[CH2:31][CH2:32]3)=[CH:25][CH:24]=[CH:23][N:22]=2)=[O:19])=[N:4][C:5]([C:8]2[C:13]([C:14]([F:16])([F:15])[F:17])=[CH:12][CH:11]=[CH:10][N:9]=2)=[CH:6][N:7]=1. The yield is 0.770. (2) The reactants are [CH3:1][C:2]1[C:3]([C:7]([O:9][CH3:10])=[O:8])=[CH:4][S:5][CH:6]=1.C1C(=O)N([I:18])C(=O)C1.CCOC(C)=O. The catalyst is CN(C=O)C. The product is [I:18][C:6]1[S:5][CH:4]=[C:3]([C:7]([O:9][CH3:10])=[O:8])[C:2]=1[CH3:1]. The yield is 0.476. (3) The reactants are [Si]([C:5]1[S:6][CH:7]=[CH:8][N:9]=1)(C)(C)C.[C:10](Cl)(Cl)=[O:11].C1(C)C=CC=CC=1.[C:21]([NH:28][C:29]1[CH:34]=[CH:33][C:32]([OH:35])=[CH:31][CH:30]=1)([O:23][C:24]([CH3:27])([CH3:26])[CH3:25])=[O:22].N1C=CC=CC=1. The catalyst is C(Cl)Cl. The product is [C:24]([O:23][C:21]([NH:28][C:29]1[CH:30]=[CH:31][C:32]([O:35][C:10]([C:5]2[S:6][CH:7]=[CH:8][N:9]=2)=[O:11])=[CH:33][CH:34]=1)=[O:22])([CH3:27])([CH3:25])[CH3:26]. The yield is 0.120.